Dataset: Catalyst prediction with 721,799 reactions and 888 catalyst types from USPTO. Task: Predict which catalyst facilitates the given reaction. (1) Reactant: [Cl:1][C:2]1[C:7]([C:8]#[N:9])=[CH:6][N:5]=[C:4]([O:10][CH3:11])[CH:3]=1.[Li+].C[Si]([N-:17][Si](C)(C)C)(C)C. Product: [ClH:1].[Cl:1][C:2]1[C:7]([C:8]([NH2:17])=[NH:9])=[CH:6][N:5]=[C:4]([O:10][CH3:11])[CH:3]=1. The catalyst class is: 1. (2) Reactant: CC(C[AlH]CC(C)C)C.CCOCC.C[O:16][C:17](=O)[C@H:18]([CH3:38])[CH2:19][O:20][Si:21]([C:34]([CH3:37])([CH3:36])[CH3:35])([C:28]1[CH:33]=[CH:32][CH:31]=[CH:30][CH:29]=1)[C:22]1[CH:27]=[CH:26][CH:25]=[CH:24][CH:23]=1.[NH4+].[Cl-]. Product: [Si:21]([O:20][CH2:19][C@@H:18]([CH3:38])[CH2:17][OH:16])([C:34]([CH3:36])([CH3:37])[CH3:35])([C:28]1[CH:29]=[CH:30][CH:31]=[CH:32][CH:33]=1)[C:22]1[CH:23]=[CH:24][CH:25]=[CH:26][CH:27]=1. The catalyst class is: 36. (3) Reactant: Br[C:2]1[N:3]=[CH:4][S:5][C:6]=1[NH:7][C:8](=[O:14])[O:9][C:10]([CH3:13])([CH3:12])[CH3:11].C([Sn](CCCC)(CCCC)[C:20]1[N:21]=[CH:22][S:23][CH:24]=1)CCC. Product: [S:5]1[C:6]([NH:7][C:8](=[O:14])[O:9][C:10]([CH3:13])([CH3:12])[CH3:11])=[C:2]([C:20]2[N:21]=[CH:22][S:23][CH:24]=2)[N:3]=[CH:4]1. The catalyst class is: 77. (4) Reactant: [O:1]=[C:2]1[N:6]([C:7]2[CH:8]=[CH:9][C:10]3[C:16](=[O:17])[CH2:15][CH2:14][CH2:13][O:12][C:11]=3[CH:18]=2)[CH2:5][CH:4]([CH2:19]OS(C)(=O)=O)[O:3]1.[N-:25]=[N+:26]=[N-:27].[Na+].CN(C=O)C. Product: [N:25]([CH2:19][CH:4]1[O:3][C:2](=[O:1])[N:6]([C:7]2[CH:8]=[CH:9][C:10]3[C:16](=[O:17])[CH2:15][CH2:14][CH2:13][O:12][C:11]=3[CH:18]=2)[CH2:5]1)=[N+:26]=[N-:27]. The catalyst class is: 6. (5) Reactant: [CH3:1][N:2]([CH2:4][C:5]1[N:9]2[CH:10]=[CH:11][CH:12]=[CH:13][C:8]2=[N:7][C:6]=1[C:14]([OH:16])=O)[CH3:3].[C:17]([C:21]1[N:26]=[C:25]([N:27]2[CH2:32][CH2:31][N:30]([CH2:33][CH2:34][CH2:35][CH2:36][NH2:37])[CH2:29][CH2:28]2)[CH:24]=[C:23]([C:38]([F:41])([F:40])[F:39])[N:22]=1)([CH3:20])([CH3:19])[CH3:18]. Product: [C:17]([C:21]1[N:26]=[C:25]([N:27]2[CH2:32][CH2:31][N:30]([CH2:33][CH2:34][CH2:35][CH2:36][NH:37][C:14]([C:6]3[N:7]=[C:8]4[CH:13]=[CH:12][CH:11]=[CH:10][N:9]4[C:5]=3[CH2:4][N:2]([CH3:1])[CH3:3])=[O:16])[CH2:29][CH2:28]2)[CH:24]=[C:23]([C:38]([F:40])([F:41])[F:39])[N:22]=1)([CH3:20])([CH3:18])[CH3:19]. The catalyst class is: 147.